This data is from Experimentally validated miRNA-target interactions with 360,000+ pairs, plus equal number of negative samples. The task is: Binary Classification. Given a miRNA mature sequence and a target amino acid sequence, predict their likelihood of interaction. (1) The miRNA is hsa-miR-548az-5p with sequence CAAAAGUGAUUGUGGUUUUUGC. The protein sequence of the target gene is MEWGYLLEVTSLLAALALLQRSSGAAAASAKELACQEITVPLCKGIGYNYTYMPNQFNHDTQDEAGLEVHQFWPLVEIQCSPDLKFFLCSMYTPICLEDYKKPLPPCRSVCERAKAGCAPLMRQYGFAWPDRMRCDRLPEQGNPDTLCMDYNRTDLTTAAPSPPRRLPPPPPGEQPPSGSGHGRPPGARPPHRGGGRGGGGGDAAAPPARGGGGGGKARPPGGGAAPCEPGCQCRAPMVSVSSERHPLYNRVKTGQIANCALPCHNPFFSQDERAFTVFWIGLWSVLCFVSTFATVSTFL.... Result: 1 (interaction). (2) The miRNA is mmu-miR-23a-3p with sequence AUCACAUUGCCAGGGAUUUCC. The protein sequence of the target gene is MTSESTSPPVVPPLHSPKSPVWPTFPFHREGSRVWERGGVPPRDLPSPLPTKRTRTYSATARASAGPVFKGVCKQFSRSQGHGFITPENGSEDIFVHVSDIEGEYVPVEGDEVTYKMCPIPPKNQKFQAVEVVLTQLAPHTPHETWSGQVVGS. Result: 0 (no interaction). (3) The miRNA is hsa-miR-8052 with sequence CGGGACUGUAGAGGGCAUGAGC. The protein sequence of the target gene is MFRIGRRQLWKQSVTRVLTQRLKEEKEAKRARLDGRHDYLFAIVASCLDLNKPEVEDALLEGNQIERMDQLFAVGGLRHLMFYYQDVEGAEAGHCGSSGGVNPASGKMKKPKVFVTEGKDVALMGACVFFIRSDPSKAITPENIHREVSFNTLDTADGGLLNSVRRLLSDIFIPALRASSHGWGELEGLQDASSIRQEFLSSLEGFVGILSGAQNSLKEKVNLQKCDIIELKSLKEPTDYLALASNPETVEKVECCMRVWIKQMEQILAENSQLRKEADDVGPRAELEHWKQRLSRFNYL.... Result: 0 (no interaction). (4) Result: 0 (no interaction). The protein sequence of the target gene is MAPAASRLRAEAGLGALPRRALAQYLLFLRLYPVLTKAATSGILSALGNFLAQMIEKKRKKENSRSLDVGGPLRYAVYGFFFTGPLSHFFYFFMEHWIPPEVPLAGLRRLLLDRLVFAPAFLMLFFLIMNFLEGKDASAFAAKMRGGFWPALRMNWRVWTPLQFININYVPLKFRVLFANLAALFWYAYLASLGK. The miRNA is mmu-miR-7578 with sequence CAUGGCUCUGUCUUCUGCCUCAGA. (5) The miRNA is hsa-miR-6505-5p with sequence UUGGAAUAGGGGAUAUCUCAGC. The protein sequence of the target gene is MGCRQSSEEKEAARRSRRIDRHLRSESQRQRREIKLLLLGTSNSGKSTIVKQMKIIHSGGFNLDACKEYKPLIIYNAIDSLTRIIRALAALKIDFHNPDRAYDAVQLFALTGPAESKGEITPELLGVMRRLWADPGAQACFGRSSEYHLEDNAAYYLNDLERIAAPDYIPTVEDILRSRDMTTGIVENKFTFKELTFKMVDVGGQRSERKKWIHCFEGVTAIIFCVELSGYDLKLYEDNQTSRMAESLRLFDSICNNNWFINTSLILFLNKKDLLAEKIRRIPLSVCFPEYKGQNTYEEA.... Result: 0 (no interaction). (6) The miRNA is hsa-miR-2116-3p with sequence CCUCCCAUGCCAAGAACUCCC. The protein sequence of the target gene is MPPQLQETRMNRSIPVEVDESEPYPSQLLKPIPEYSPEEESEPPAPNIRNMAPNSLSAPTMLHNSSGDFSQAHSTLKLANHQRPVSRQVTCLRTQVLEDSEDSFCRRHPGLGKAFPSGCSAVSEPASESVVGALPAEHQFSFMEKRNQWLVSQLSAASPDTGHDSDKSDQSLPNASADSLGGSQEMVQRPQPHRNRAGLDLPTIDTGYDSQPQDVLGIRQLERPLPLTSVCYPQDLPRPLRSREFPQFEPQRYPACAQMLPPNLSPHAPWNYHYHCPGSPDHQVPYGHDYPRAAYQQVIQ.... Result: 1 (interaction).